This data is from Forward reaction prediction with 1.9M reactions from USPTO patents (1976-2016). The task is: Predict the product of the given reaction. Given the reactants C1C(=O)N([Br:8])C(=O)C1.[CH:9]1[C:21]2[NH:20][C:19]3[C:14](=[CH:15][CH:16]=[CH:17][CH:18]=3)[C:13]=2[CH:12]=[CH:11][CH:10]=1, predict the reaction product. The product is: [Br:8][C:11]1[CH:10]=[CH:9][C:21]2[NH:20][C:19]3[C:14]([C:13]=2[CH:12]=1)=[CH:15][CH:16]=[CH:17][CH:18]=3.